Dataset: Forward reaction prediction with 1.9M reactions from USPTO patents (1976-2016). Task: Predict the product of the given reaction. (1) Given the reactants [CH2:1]([O:8][C:9]([NH:11][C@H:12]([C:20](OC)=[O:21])[CH2:13][C@@H:14]([C:16]([F:19])([F:18])[F:17])[CH3:15])=[O:10])[C:2]1[CH:7]=[CH:6][CH:5]=[CH:4][CH:3]=1.[Li+].[Cl-].[BH4-].[Na+], predict the reaction product. The product is: [F:17][C:16]([F:18])([F:19])[C@@H:14]([CH3:15])[CH2:13][C@H:12]([NH:11][C:9](=[O:10])[O:8][CH2:1][C:2]1[CH:3]=[CH:4][CH:5]=[CH:6][CH:7]=1)[CH2:20][OH:21]. (2) Given the reactants [C:1]([O:9]CC)(=O)[CH2:2][C:3]([O:5][CH2:6][CH3:7])=[O:4].[H-].[Na+].[H][H].[CH2:16]([N:23]1[C:28]2[CH:29]=[CH:30][C:31]([F:33])=[CH:32][C:27]=2[C:26](=O)[O:25]C1=O)[C:17]1[CH:22]=[CH:21][CH:20]=[CH:19][CH:18]=1, predict the reaction product. The product is: [CH2:6]([O:5][C:3]([C:2]1[C:1](=[O:9])[N:23]([CH2:16][C:17]2[CH:18]=[CH:19][CH:20]=[CH:21][CH:22]=2)[C:28]2[C:27]([C:26]=1[OH:25])=[CH:32][C:31]([F:33])=[CH:30][CH:29]=2)=[O:4])[CH3:7]. (3) Given the reactants [C:1]([O:5][C:6](=[O:26])[NH:7][C@@H:8]1[C:17]2[C:12](=[CH:13][CH:14]=[CH:15][CH:16]=2)[C@H:11]([O:18][C:19]2[CH:24]=[CH:23][N:22]=[C:21](F)[CH:20]=2)[CH2:10][CH2:9]1)([CH3:4])([CH3:3])[CH3:2].O.[NH2:28][NH2:29], predict the reaction product. The product is: [C:1]([O:5][C:6](=[O:26])[NH:7][C@@H:8]1[C:17]2[C:12](=[CH:13][CH:14]=[CH:15][CH:16]=2)[C@H:11]([O:18][C:19]2[CH:24]=[CH:23][N:22]=[C:21]([NH:28][NH2:29])[CH:20]=2)[CH2:10][CH2:9]1)([CH3:4])([CH3:3])[CH3:2]. (4) Given the reactants Cl.C(=[N:15][CH:16]([C:25]1[CH:30]=[CH:29][CH:28]=[C:27]([Cl:31])[C:26]=1[Cl:32])[CH2:17][C:18]1[O:22][N:21]=[C:20]([CH2:23][CH3:24])[CH:19]=1)(C1C=CC=CC=1)C1C=CC=CC=1, predict the reaction product. The product is: [Cl:32][C:26]1[C:27]([Cl:31])=[CH:28][CH:29]=[CH:30][C:25]=1[CH:16]([NH2:15])[CH2:17][C:18]1[O:22][N:21]=[C:20]([CH2:23][CH3:24])[CH:19]=1.